Dataset: Catalyst prediction with 721,799 reactions and 888 catalyst types from USPTO. Task: Predict which catalyst facilitates the given reaction. Reactant: [CH3:1][O:2][C:3](=[O:13])[CH2:4][CH2:5][C:6]1[CH:11]=[CH:10][C:9]([OH:12])=[CH:8][CH:7]=1.[Br:14][CH2:15][CH2:16][CH2:17][CH2:18]Br.C(=O)([O-])[O-].[Cs+].[Cs+]. The catalyst class is: 21. Product: [Br:14][CH2:15][CH2:16][CH2:17][CH2:18][O:12][C:9]1[CH:10]=[CH:11][C:6]([CH2:5][CH2:4][C:3]([O:2][CH3:1])=[O:13])=[CH:7][CH:8]=1.